Dataset: Reaction yield outcomes from USPTO patents with 853,638 reactions. Task: Predict the reaction yield, written as a fraction of the theoretical maximum amount of product (1.0 means a 100% yield; for example, 0.34 means a 34% yield). (1) The reactants are C(C1N=C(NC(C2C=CN3C(=O)C(/C=C/C(O)=O)=C(N4CCC[C@@H](O)C4)N=C3C=2)=O)SC=1)(C)(C)C.[NH2:36][C:37]([O:39][C@@H:40]1[CH2:45][CH2:44][CH2:43][N:42]([C:46]2[N:47]=[C:48]3[CH:65]=[C:64]([C:66]([NH:68][C:69]4[S:70][CH:71]=[C:72]([C:74]([CH3:77])([CH3:76])[CH3:75])[N:73]=4)=[O:67])[CH:63]=[CH:62][N:49]3[C:50](=[O:61])[C:51]=2/[CH:52]=[CH:53]/[C:54]([O:56]C(C)(C)C)=[O:55])[CH2:41]1)=[O:38]. No catalyst specified. The product is [NH2:36][C:37]([O:39][C@@H:40]1[CH2:45][CH2:44][CH2:43][N:42]([C:46]2[N:47]=[C:48]3[CH:65]=[C:64]([C:66]([NH:68][C:69]4[S:70][CH:71]=[C:72]([C:74]([CH3:77])([CH3:76])[CH3:75])[N:73]=4)=[O:67])[CH:63]=[CH:62][N:49]3[C:50](=[O:61])[C:51]=2/[CH:52]=[CH:53]/[C:54]([OH:56])=[O:55])[CH2:41]1)=[O:38]. The yield is 0.220. (2) The reactants are [Br:1][C:2]1[CH:3]=[C:4]([NH2:8])[CH:5]=[N:6][CH:7]=1.[F:9][C:10]([F:28])([F:27])[C:11]1[CH:12]=[CH:13][C:14]([NH:17][C:18]2[CH:19]=[C:20]([CH:24]=[CH:25][N:26]=2)[C:21](O)=[O:22])=[N:15][CH:16]=1.CCN(C(C)C)C(C)C.CCCP1(OP(CCC)(=O)OP(CCC)(=O)O1)=O. The catalyst is CN(C=O)C.C(OCC)(=O)C.O. The product is [Br:1][C:2]1[CH:3]=[C:4]([NH:8][C:21](=[O:22])[C:20]2[CH:24]=[CH:25][N:26]=[C:18]([NH:17][C:14]3[CH:13]=[CH:12][C:11]([C:10]([F:28])([F:27])[F:9])=[CH:16][N:15]=3)[CH:19]=2)[CH:5]=[N:6][CH:7]=1. The yield is 0.900. (3) The reactants are [CH3:1][O:2][C:3]1[C:7]2[C:8](=[O:25])[N:9]([CH2:16][C:17](=[O:24])[C:18]3[CH:23]=[CH:22][CH:21]=[CH:20][CH:19]=3)[C:10]3[CH:11]=[CH:12][CH:13]=[CH:14][C:15]=3[C:6]=2[N:5]([CH3:26])[C:4]=1[C:27]([NH:29][CH:30]1[CH2:35][CH2:34][NH:33][CH2:32][CH2:31]1)=[O:28].C1COCC1.[CH2:41]([N:43]=[C:44]=[O:45])[CH3:42]. The catalyst is C(OCC)(=O)C. The product is [CH2:41]([NH:43][C:44]([N:33]1[CH2:32][CH2:31][CH:30]([NH:29][C:27]([C:4]2[N:5]([CH3:26])[C:6]3[C:15]4[CH:14]=[CH:13][CH:12]=[CH:11][C:10]=4[N:9]([CH2:16][C:17](=[O:24])[C:18]4[CH:23]=[CH:22][CH:21]=[CH:20][CH:19]=4)[C:8](=[O:25])[C:7]=3[C:3]=2[O:2][CH3:1])=[O:28])[CH2:35][CH2:34]1)=[O:45])[CH3:42]. The yield is 0.750. (4) The reactants are [NH2:1][CH:2]([C:7]1[CH:12]=[CH:11][CH:10]=[C:9]([I:13])[CH:8]=1)[CH2:3][C:4]([OH:6])=[O:5].S(Cl)(Cl)=O.[CH3:18]O. No catalyst specified. The product is [CH3:18][O:5][C:4](=[O:6])[CH2:3][CH:2]([NH2:1])[C:7]1[CH:12]=[CH:11][CH:10]=[C:9]([I:13])[CH:8]=1. The yield is 0.950.